Predict the reaction yield, written as a fraction of the theoretical maximum amount of product (1.0 means a 100% yield; for example, 0.34 means a 34% yield). From a dataset of Reaction yield outcomes from USPTO patents with 853,638 reactions. (1) The reactants are [CH3:1][O:2][C:3]1[CH:4]=[C:5]([N:9]2[CH:13]=[C:12]([CH3:14])[C:11]([C:15](OCC)=[O:16])=[N:10]2)[CH:6]=[CH:7][CH:8]=1.[H-].[Al+3].[Li+].[H-].[H-].[H-]. The catalyst is O1CCCC1.C1(C)C=CC=CC=1.[O-2].[O-2].[Mn+4]. The product is [CH3:1][O:2][C:3]1[CH:4]=[C:5]([N:9]2[CH:13]=[C:12]([CH3:14])[C:11]([CH:15]=[O:16])=[N:10]2)[CH:6]=[CH:7][CH:8]=1. The yield is 0.540. (2) The reactants are [CH3:1][N:2]([CH3:30])[C:3]1([C:24]2[CH:29]=[CH:28][CH:27]=[CH:26][CH:25]=2)[CH2:8][CH2:7][CH:6]([CH2:9][C:10]([NH:12][CH2:13][CH2:14][C:15]2[C:23]3[C:18](=[CH:19][CH:20]=[CH:21][CH:22]=3)[NH:17][CH:16]=2)=[O:11])[CH2:5][CH2:4]1.[Cl:31][Si](C)(C)C. The catalyst is CC(CC)=O. The product is [ClH:31].[CH3:30][N:2]([CH3:1])[C:3]1([C:24]2[CH:29]=[CH:28][CH:27]=[CH:26][CH:25]=2)[CH2:8][CH2:7][CH:6]([CH2:9][C:10]([NH:12][CH2:13][CH2:14][C:15]2[C:23]3[C:18](=[CH:19][CH:20]=[CH:21][CH:22]=3)[NH:17][CH:16]=2)=[O:11])[CH2:5][CH2:4]1. The yield is 0.470.